This data is from Full USPTO retrosynthesis dataset with 1.9M reactions from patents (1976-2016). The task is: Predict the reactants needed to synthesize the given product. Given the product [ClH:1].[NH2:12][CH2:11][CH2:10][C@@H:9]([NH:8][C:6]([C:5]1[CH:26]=[CH:27][C:2]([Cl:1])=[C:3]([NH:28][C:29]([C:31]2[C:41](=[O:42])[NH:40][C:34]3[N:35]=[C:36]([CH3:39])[N:37]=[CH:38][C:33]=3[CH:32]=2)=[O:30])[CH:4]=1)=[O:7])[C:20]1[CH:21]=[CH:22][CH:23]=[CH:24][CH:25]=1, predict the reactants needed to synthesize it. The reactants are: [Cl:1][C:2]1[CH:27]=[CH:26][C:5]([C:6]([NH:8][C@@H:9]([C:20]2[CH:25]=[CH:24][CH:23]=[CH:22][CH:21]=2)[CH2:10][CH2:11][NH:12]C(=O)OC(C)(C)C)=[O:7])=[CH:4][C:3]=1[NH:28][C:29]([C:31]1[C:41](=[O:42])[NH:40][C:34]2[N:35]=[C:36]([CH3:39])[N:37]=[CH:38][C:33]=2[CH:32]=1)=[O:30].Cl.